Task: Predict the reactants needed to synthesize the given product.. Dataset: Full USPTO retrosynthesis dataset with 1.9M reactions from patents (1976-2016) (1) Given the product [OH:10][CH2:9][CH2:8][C:4]1[CH:3]=[C:2]([N:11]2[CH2:15][CH2:14][CH2:13][C:12]2=[O:16])[CH:7]=[CH:6][CH:5]=1, predict the reactants needed to synthesize it. The reactants are: Br[C:2]1[CH:3]=[C:4]([CH2:8][CH2:9][OH:10])[CH:5]=[CH:6][CH:7]=1.[NH:11]1[CH2:15][CH2:14][CH2:13][C:12]1=[O:16]. (2) Given the product [F:22][CH:2]([F:1])[CH2:3][O:4][C:5]1[CH:10]=[C:9]([NH2:11])[CH:8]=[C:7]([C:14]2[CH:19]=[CH:18][C:17]([F:20])=[CH:16][C:15]=2[F:21])[CH:6]=1, predict the reactants needed to synthesize it. The reactants are: [F:1][CH:2]([F:22])[CH2:3][O:4][C:5]1[CH:6]=[C:7]([C:14]2[CH:19]=[CH:18][C:17]([F:20])=[CH:16][C:15]=2[F:21])[CH:8]=[C:9]([N+:11]([O-])=O)[CH:10]=1.[NH4+].[Cl-]. (3) Given the product [Cl:1][C:2]1[C:7]([O:8][CH3:9])=[CH:6][C:5]([O:10][CH3:11])=[C:4]([Cl:12])[C:3]=1[C:13]1[C:24](=[O:25])[N:23]([CH2:27][CH2:28][N:29]2[CH2:34][CH2:33][N:32]([C:35]([O:37][C:38]([CH3:39])([CH3:41])[CH3:40])=[O:36])[CH2:31][CH2:30]2)[C:16]2[N:17]=[C:18]([S:21][CH3:22])[N:19]=[CH:20][C:15]=2[CH:14]=1, predict the reactants needed to synthesize it. The reactants are: [Cl:1][C:2]1[C:7]([O:8][CH3:9])=[CH:6][C:5]([O:10][CH3:11])=[C:4]([Cl:12])[C:3]=1[C:13]1[C:24](=[O:25])[NH:23][C:16]2[N:17]=[C:18]([S:21][CH3:22])[N:19]=[CH:20][C:15]=2[CH:14]=1.I[CH2:27][CH2:28][N:29]1[CH2:34][CH2:33][N:32]([C:35]([O:37][C:38]([CH3:41])([CH3:40])[CH3:39])=[O:36])[CH2:31][CH2:30]1.C([O-])([O-])=O.[K+].[K+]. (4) Given the product [I:12][C:13]1[CH:21]=[CH:20][C:16]([C:17]([NH:8][CH2:7][CH2:6][C:5]2[CH:9]=[CH:10][CH:11]=[C:3]([O:2][CH3:1])[CH:4]=2)=[O:18])=[CH:15][CH:14]=1, predict the reactants needed to synthesize it. The reactants are: [CH3:1][O:2][C:3]1[CH:4]=[C:5]([CH:9]=[CH:10][CH:11]=1)[CH2:6][CH2:7][NH2:8].[I:12][C:13]1[CH:21]=[CH:20][C:16]([C:17](Cl)=[O:18])=[CH:15][CH:14]=1.CCN(CC)CC. (5) Given the product [F:1][C:2]1[CH:7]=[CH:6][C:5]([F:8])=[CH:4][C:3]=1[C:9]1[C:18]([CH3:19])=[C:17]([N:20]2[C:28]3[C:23](=[CH:24][CH:25]=[C:26]([N:33]4[CH2:38][CH2:37][O:36][CH2:35][CH2:34]4)[CH:27]=3)[C:22]([CH3:31])([CH3:30])[CH2:21]2)[C:16]2[C:11](=[CH:12][C:13]([F:32])=[CH:14][CH:15]=2)[N:10]=1, predict the reactants needed to synthesize it. The reactants are: [F:1][C:2]1[CH:7]=[CH:6][C:5]([F:8])=[CH:4][C:3]=1[C:9]1[C:18]([CH3:19])=[C:17]([N:20]2[C:28]3[C:23](=[CH:24][CH:25]=[C:26](I)[CH:27]=3)[C:22]([CH3:31])([CH3:30])[CH2:21]2)[C:16]2[C:11](=[CH:12][C:13]([F:32])=[CH:14][CH:15]=2)[N:10]=1.[NH:33]1[CH2:38][CH2:37][O:36][CH2:35][CH2:34]1.C1(P(C2CCCCC2)C2C=CC=CC=2C2C(C(C)C)=CC(C(C)C)=CC=2C(C)C)CCCCC1.CC([O-])(C)C.[Na+].